From a dataset of Forward reaction prediction with 1.9M reactions from USPTO patents (1976-2016). Predict the product of the given reaction. (1) Given the reactants F[C:2](F)(F)[C:3]([OH:5])=O.[CH3:8][NH:9][CH2:10][C:11]1[CH:16]=[CH:15][CH:14]=[CH:13][CH:12]=1.Cl[C:18]1[NH:19][C:20]2[C:25]([C:26](=[O:28])[N:27]=1)=[C:24]([O:29][CH3:30])[C:23]([O:31][CH3:32])=[C:22]([O:33][CH3:34])[CH:21]=2.[CH:35]([N:38](C(C)C)CC)(C)[CH3:36].[K+].[Br-], predict the reaction product. The product is: [CH3:30][O:29][C:24]1[C:23]([O:31][CH3:32])=[C:22]([O:33][CH3:34])[CH:21]=[C:20]2[C:25]=1[C:26](=[O:28])[N:27]=[C:18]([N:9]([CH3:8])[CH2:10][C:11]1[CH:16]=[CH:15][CH:14]=[C:13]([N:38]3[CH2:35][CH2:36][CH2:2][C:3]3=[O:5])[CH:12]=1)[NH:19]2. (2) Given the reactants [Cl:1][C:2]1[CH:9]=[C:8]([N:10]([CH2:16][C:17]2[CH:22]=[CH:21][CH:20]=[CH:19][C:18]=2[CH3:23])[C@H:11]2[CH2:15][CH2:14][NH:13][CH2:12]2)[CH:7]=[CH:6][C:3]=1[C:4]#[N:5].Br[CH2:25][CH2:26][CH2:27][OH:28], predict the reaction product. The product is: [Cl:1][C:2]1[CH:9]=[C:8]([N:10]([C@H:11]2[CH2:15][CH2:14][N:13]([CH2:25][CH2:26][CH2:27][OH:28])[CH2:12]2)[CH2:16][C:17]2[CH:22]=[CH:21][CH:20]=[CH:19][C:18]=2[CH3:23])[CH:7]=[CH:6][C:3]=1[C:4]#[N:5]. (3) Given the reactants [CH3:1][O:2][C:3](=[O:18])[C:4]1[CH:9]=[CH:8][C:7]([O:10][C:11]2[CH:16]=[CH:15][C:14](=[O:17])[NH:13][N:12]=2)=[CH:6][CH:5]=1.[Cl:19][C:20]1[CH:25]=[CH:24][CH:23]=[C:22]([Cl:26])[C:21]=1[C:27]1[C:31]([CH2:32]O)=[C:30]([CH:34]([CH3:36])[CH3:35])[O:29][N:28]=1.C1(P(C2C=CC=CC=2)C2C=CC=CC=2)C=CC=CC=1.N(C(OC(C)C)=O)=NC(OC(C)C)=O, predict the reaction product. The product is: [CH3:1][O:2][C:3](=[O:18])[C:4]1[CH:5]=[CH:6][C:7]([O:10][C:11]2[N:12]=[N:13][C:14]([O:17][CH2:32][C:31]3[C:27]([C:21]4[C:20]([Cl:19])=[CH:25][CH:24]=[CH:23][C:22]=4[Cl:26])=[N:28][O:29][C:30]=3[CH:34]([CH3:36])[CH3:35])=[CH:15][CH:16]=2)=[CH:8][CH:9]=1.[CH3:1][O:2][C:3](=[O:18])[C:4]1[CH:5]=[CH:6][C:7]([O:10][C:11]2[CH:16]=[CH:15][C:14](=[O:17])[N:13]([CH2:32][C:31]3[C:27]([C:21]4[C:20]([Cl:19])=[CH:25][CH:24]=[CH:23][C:22]=4[Cl:26])=[N:28][O:29][C:30]=3[CH:34]([CH3:36])[CH3:35])[N:12]=2)=[CH:8][CH:9]=1. (4) Given the reactants C[O-].[Na+].[N:4]([C:7]1[CH:12]=[CH:11][CH:10]=[CH:9][CH:8]=1)=[C:5]=[S:6].[NH2:13][C:14]#[N:15].Cl[CH2:17][C:18]([O:20][CH3:21])=[O:19], predict the reaction product. The product is: [CH3:21][O:20][C:18]([C:17]1[S:6][C:5]([NH:4][C:7]2[CH:12]=[CH:11][CH:10]=[CH:9][CH:8]=2)=[N:15][C:14]=1[NH2:13])=[O:19]. (5) Given the reactants [Cl:1][C:2]1[CH:7]=[C:6]([O:8][C:9]2[CH:14]=[C:13]([F:15])[C:12]([N+:16]([O-])=O)=[CH:11][C:10]=2[Cl:19])[CH:5]=[CH:4][N:3]=1.[NH4+].[Cl-], predict the reaction product. The product is: [Cl:19][C:10]1[C:9]([O:8][C:6]2[CH:5]=[CH:4][N:3]=[C:2]([Cl:1])[CH:7]=2)=[CH:14][C:13]([F:15])=[C:12]([CH:11]=1)[NH2:16]. (6) The product is: [Cl:18][C:15]1[CH:14]=[CH:13][C:12]([C@@H:11]2[CH2:10][O:9][CH2:8][C@@H:7]3[CH2:19][CH2:20][CH2:21][C:1](=[O:5])[N:6]23)=[CH:17][CH:16]=1. Given the reactants [C:1]([N:6]1[C@H:11]([C:12]2[CH:17]=[CH:16][C:15]([Cl:18])=[CH:14][CH:13]=2)[CH2:10][O:9][CH2:8][C@@H:7]1/[CH:19]=[CH:20]/[C:21](OC)=O)(=[O:5])CC=C.C(N1[C@H](C2C=CC(Cl)=CC=2)COC[C@@H]1/C=C\C(OC)=O)(=O)CC=C.C(N(CC)CC)C.[H][H], predict the reaction product. (7) The product is: [CH2:1]([O:4][C:5](=[O:9])[C:6]([C:7]#[N:8])=[C:15]1[N:14]([CH2:18][CH3:19])[C:12](=[O:23])[CH2:13][S:16]1)[CH:2]=[CH2:3]. Given the reactants [CH2:1]([O:4][C:5](=[O:9])[CH2:6][C:7]#[N:8])[CH:2]=[CH2:3].[H-].[Na+].[CH2:12]([N:14]=[C:15]=[S:16])[CH3:13].Br[CH2:18][C:19](Cl)=O.C(=O)(O)[O-:23].[Na+], predict the reaction product. (8) Given the reactants Cl[C:2]1[C:7]([C:8]2[CH:9]=[N:10][CH:11]=[C:12]([F:14])[CH:13]=2)=[CH:6][C:5]([C:15]([NH:17][C:18]2[CH:23]=[CH:22][C:21]([O:24][C:25]([F:28])([F:27])[F:26])=[CH:20][CH:19]=2)=[O:16])=[CH:4][N:3]=1.CCN(C(C)C)C(C)C.[CH3:38][N:39]([CH3:46])[C@H:40]1[CH2:44][NH:43][CH2:42][C@@H:41]1[OH:45], predict the reaction product. The product is: [CH3:38][N:39]([CH3:46])[C@@H:40]1[C@@H:41]([OH:45])[CH2:42][N:43]([C:2]2[C:7]([C:8]3[CH:9]=[N:10][CH:11]=[C:12]([F:14])[CH:13]=3)=[CH:6][C:5]([C:15]([NH:17][C:18]3[CH:23]=[CH:22][C:21]([O:24][C:25]([F:27])([F:28])[F:26])=[CH:20][CH:19]=3)=[O:16])=[CH:4][N:3]=2)[CH2:44]1. (9) Given the reactants [C:1]([O:5][C:6]([NH:8][C@H:9]([CH2:21][C:22]1[CH:27]=[C:26]([F:28])[C:25]([F:29])=[CH:24][C:23]=1[F:30])[CH2:10][C:11]([N:13]1[CH2:17][CH2:16][S:15][C@H:14]1[C:18]([OH:20])=O)=[O:12])=[O:7])([CH3:4])([CH3:3])[CH3:2].[NH2:31][CH2:32][C:33]1[CH:48]=[CH:47][C:36]([O:37][C@@H:38]([CH:44]([CH3:46])[CH3:45])[C:39]([O:41][CH2:42][CH3:43])=[O:40])=[CH:35][CH:34]=1.Cl.C(Cl)CCl, predict the reaction product. The product is: [C:1]([O:5][C:6]([NH:8][C@H:9]([CH2:21][C:22]1[CH:27]=[C:26]([F:28])[C:25]([F:29])=[CH:24][C:23]=1[F:30])[CH2:10][C:11]([N:13]1[CH2:17][CH2:16][S:15][C@H:14]1[C:18]([NH:31][CH2:32][C:33]1[CH:48]=[CH:47][C:36]([O:37][C@@H:38]([CH:44]([CH3:45])[CH3:46])[C:39]([O:41][CH2:42][CH3:43])=[O:40])=[CH:35][CH:34]=1)=[O:20])=[O:12])=[O:7])([CH3:3])([CH3:4])[CH3:2].